Dataset: Peptide-MHC class II binding affinity with 134,281 pairs from IEDB. Task: Regression. Given a peptide amino acid sequence and an MHC pseudo amino acid sequence, predict their binding affinity value. This is MHC class II binding data. The peptide sequence is LDAAYSVAYKAAVGA. The MHC is DRB1_1201 with pseudo-sequence DRB1_1201. The binding affinity (normalized) is 0.362.